From a dataset of Catalyst prediction with 721,799 reactions and 888 catalyst types from USPTO. Predict which catalyst facilitates the given reaction. (1) Reactant: [F:1][CH:2]([F:11])[O:3][C:4]1[CH:10]=[CH:9][C:7]([NH2:8])=[CH:6][CH:5]=1.O=[C:13]1[CH2:18][CH2:17][N:16]([C@H:19]([CH3:23])[CH2:20][C:21]#[N:22])[CH2:15][CH2:14]1.[BH-](OC(C)=O)(OC(C)=O)OC(C)=O.[Na+].C([O-])(O)=O.[Na+].[OH-].[Na+]. Product: [F:1][CH:2]([F:11])[O:3][C:4]1[CH:10]=[CH:9][C:7]([NH:8][CH:13]2[CH2:18][CH2:17][N:16]([C@H:19]([CH3:23])[CH2:20][C:21]#[N:22])[CH2:15][CH2:14]2)=[CH:6][CH:5]=1. The catalyst class is: 585. (2) The catalyst class is: 8. Reactant: O.NN.O=C1C2C(=CC=CC=2)C(=O)[N:6]1[CH2:15][CH2:16][CH2:17][O:18][C:19]1[CH:24]=[CH:23][C:22]([C:25]2[CH:30]=[CH:29][C:28]([C:31]([O:33][CH2:34][CH3:35])=[O:32])=[CH:27][CH:26]=2)=[CH:21][C:20]=1[C:36]1[CH:45]=[CH:44][C:43]2[C:42]([CH3:47])([CH3:46])[CH2:41][CH2:40][C:39]([CH3:49])([CH3:48])[C:38]=2[CH:37]=1.O.Cl. Product: [NH2:6][CH2:15][CH2:16][CH2:17][O:18][C:19]1[CH:24]=[CH:23][C:22]([C:25]2[CH:26]=[CH:27][C:28]([C:31]([O:33][CH2:34][CH3:35])=[O:32])=[CH:29][CH:30]=2)=[CH:21][C:20]=1[C:36]1[CH:45]=[CH:44][C:43]2[C:42]([CH3:47])([CH3:46])[CH2:41][CH2:40][C:39]([CH3:48])([CH3:49])[C:38]=2[CH:37]=1. (3) Reactant: Br[CH2:2][C:3]1[CH:8]=[CH:7][C:6]([CH3:9])=[CH:5][CH:4]=1.[N-:10]=[N+:11]=[N-:12].[Na+]. Product: [N:10]([CH2:2][C:3]1[CH:8]=[CH:7][C:6]([CH3:9])=[CH:5][CH:4]=1)=[N+:11]=[N-:12]. The catalyst class is: 255. (4) Reactant: O[CH:2]=[C:3]1[C:11]2[C:6](=[CH:7][C:8]([C:12]([C:14]3[CH:15]=[C:16]([NH:20][C:21]([C:23]4[CH:24]=[N:25][N:26]([CH2:29][CH3:30])[C:27]=4[CH3:28])=[O:22])[CH:17]=[CH:18][CH:19]=3)=[O:13])=[CH:9][CH:10]=2)[NH:5][C:4]1=[O:31].[CH3:32][N:33]1[CH2:38][CH2:37][N:36]([C:39]2[CH:44]=[CH:43][C:42]([NH2:45])=[CH:41][CH:40]=2)[CH2:35][CH2:34]1. Product: [CH3:32][N:33]1[CH2:34][CH2:35][N:36]([C:39]2[CH:44]=[CH:43][C:42]([NH:45][CH:2]=[C:3]3[C:11]4[C:6](=[CH:7][C:8]([C:12]([C:14]5[CH:15]=[C:16]([NH:20][C:21]([C:23]6[CH:24]=[N:25][N:26]([CH2:29][CH3:30])[C:27]=6[CH3:28])=[O:22])[CH:17]=[CH:18][CH:19]=5)=[O:13])=[CH:9][CH:10]=4)[NH:5][C:4]3=[O:31])=[CH:41][CH:40]=2)[CH2:37][CH2:38]1. The catalyst class is: 1. (5) Reactant: Cl[C:2]([O:4][C:5]1[CH:10]=[CH:9][CH:8]=[CH:7][CH:6]=1)=[O:3].[NH2:11][C:12]1[CH:19]=[C:18]([O:20][CH2:21][C:22]2[S:23][CH:24]=[CH:25][CH:26]=2)[C:15]([C:16]#[N:17])=[CH:14][N:13]=1.N1C=CC=CC=1. Product: [C:16]([C:15]1[C:18]([O:20][CH2:21][C:22]2[S:23][CH:24]=[CH:25][CH:26]=2)=[CH:19][C:12]([NH:11][C:2](=[O:3])[O:4][C:5]2[CH:10]=[CH:9][CH:8]=[CH:7][CH:6]=2)=[N:13][CH:14]=1)#[N:17]. The catalyst class is: 1. (6) Reactant: [F:1][CH:2]([F:18])[C:3](=O)[CH2:4][C:5]([C:7]1[CH:12]=[CH:11][CH:10]=[C:9]([C:13]([F:16])([F:15])[F:14])[CH:8]=1)=O.[NH2:19][C:20]1[CH:24]=[CH:23][NH:22][N:21]=1. Product: [F:14][C:13]([F:16])([F:15])[C:9]1[CH:8]=[C:7]([C:5]2[CH:4]=[C:3]([CH:2]([F:18])[F:1])[N:21]3[N:22]=[CH:23][CH:24]=[C:20]3[N:19]=2)[CH:12]=[CH:11][CH:10]=1. The catalyst class is: 15. (7) Reactant: [Cl:1][C:2]1[CH:7]=[CH:6][C:5]([C:8]2[CH:12]=[C:11]([F:13])[S:10][C:9]=2[CH2:14][OH:15])=[CH:4][CH:3]=1.C1CCN(C(N=NC(N2CCCCC2)=O)=O)CC1.P(CCCC)(CCCC)CCCC.[F:47][C:48]1[CH:49]=[C:50]([CH2:56][CH2:57][C:58]([O:60][CH2:61][CH3:62])=[O:59])[CH:51]=[C:52]([F:55])[C:53]=1O. Product: [Cl:1][C:2]1[CH:7]=[CH:6][C:5]([C:8]2[CH:12]=[C:11]([F:13])[S:10][C:9]=2[CH2:14][O:15][C:53]2[C:52]([F:55])=[CH:51][C:50]([CH2:56][CH2:57][C:58]([O:60][CH2:61][CH3:62])=[O:59])=[CH:49][C:48]=2[F:47])=[CH:4][CH:3]=1. The catalyst class is: 11.